Regression. Given a peptide amino acid sequence and an MHC pseudo amino acid sequence, predict their binding affinity value. This is MHC class I binding data. From a dataset of Peptide-MHC class I binding affinity with 185,985 pairs from IEDB/IMGT. (1) The peptide sequence is FLKSGAVVK. The MHC is HLA-A33:01 with pseudo-sequence HLA-A33:01. The binding affinity (normalized) is 0.0870. (2) The peptide sequence is FVFLVLAGR. The MHC is HLA-A02:06 with pseudo-sequence HLA-A02:06. The binding affinity (normalized) is 0.490. (3) The peptide sequence is RQFPTEFEF. The MHC is Mamu-B52 with pseudo-sequence Mamu-B52. The binding affinity (normalized) is 0.472. (4) The peptide sequence is SADPLASLL. The MHC is HLA-B40:01 with pseudo-sequence HLA-B40:01. The binding affinity (normalized) is 0.253. (5) The peptide sequence is AWIPYFGPA. The MHC is HLA-A24:02 with pseudo-sequence HLA-A24:02. The binding affinity (normalized) is 0. (6) The peptide sequence is VLFQNWGI. The MHC is HLA-A02:06 with pseudo-sequence HLA-A02:06. The binding affinity (normalized) is 0.272. (7) The peptide sequence is ALVARAAVL. The MHC is HLA-A02:01 with pseudo-sequence HLA-A02:01. The binding affinity (normalized) is 0.139.